Dataset: Catalyst prediction with 721,799 reactions and 888 catalyst types from USPTO. Task: Predict which catalyst facilitates the given reaction. (1) Reactant: [CH3:1][N:2]1[C:10]2[C:5](=[C:6]([C:11]3[NH:15][N:14]=[C:13]([NH:16]S(C4SC(Cl)=C(Cl)C=4)(=O)=O)[CH:12]=3)[CH:7]=[CH:8][CH:9]=2)[C:4]([CH2:27][C:28]2[CH:37]=[CH:36][C:35]3[C:30](=[CH:31][CH:32]=[CH:33][CH:34]=3)[CH:29]=2)=[CH:3]1.ClC1C=C(S(N2C(C3C=CC=C4C=3C(CC3C=CC5C(=CC=CC=5)C=3)=CN4C)=CC(N)=N2)(=O)=O)SC=1Cl.ClC1SC(S(Cl)(=O)=O)=CC=1Cl. Product: [CH3:1][N:2]1[C:10]2[C:5](=[C:6]([C:11]3[NH:15][N:14]=[C:13]([NH2:16])[CH:12]=3)[CH:7]=[CH:8][CH:9]=2)[C:4]([CH2:27][C:28]2[CH:37]=[CH:36][C:35]3[C:30](=[CH:31][CH:32]=[CH:33][CH:34]=3)[CH:29]=2)=[CH:3]1. The catalyst class is: 377. (2) Reactant: [NH:1]1[CH2:6][CH2:5][CH:4]([C@H:7]2[C@H:16]3[CH2:17][CH2:18][N:19]([C:20]([C@H:22]4[CH2:27][CH2:26][CH2:25][CH2:24][C@H:23]4[NH:28][C:29](=[O:36])[C:30]4[CH:35]=[CH:34][CH:33]=[CH:32][CH:31]=4)=[O:21])[C@H:15]3[C:14]3[CH:13]=[CH:12][CH:11]=[CH:10][C:9]=3[NH:8]2)[CH2:3][CH2:2]1.C(N(CC)CC)C.[CH2:44]([N:46]=[C:47]=[O:48])[CH3:45].O1CCCC1. Product: [C:29]([NH:28][C@@H:23]1[CH2:24][CH2:25][CH2:26][CH2:27][C@@H:22]1[C:20]([N:19]1[C@@H:15]2[C@@H:16]([C@H:7]([CH:4]3[CH2:5][CH2:6][N:1]([C:47]([NH:46][CH2:44][CH3:45])=[O:48])[CH2:2][CH2:3]3)[NH:8][C:9]3[CH:10]=[CH:11][CH:12]=[CH:13][C:14]=32)[CH2:17][CH2:18]1)=[O:21])(=[O:36])[C:30]1[CH:31]=[CH:32][CH:33]=[CH:34][CH:35]=1. The catalyst class is: 6. (3) Reactant: CCN(C(C)C)C(C)C.[CH2:10]([O:12][C:13]1[C:22]([O:23][CH3:24])=[CH:21][C:20]2[C:19]([C:25]3[CH:26]=[C:27]([CH:31]=[CH:32][CH:33]=3)[C:28]([OH:30])=O)=[N:18][C@@H:17]3[CH2:34][CH2:35][S:36][CH2:37][C@@H:16]3[C:15]=2[CH:14]=1)[CH3:11].Cl.[F:39][C:40]1[CH:41]=[C:42]([CH:67]=[C:68]([F:72])[C:69]=1[O:70][CH3:71])[CH2:43][N:44]1[C:49]2[CH:50]=[C:51]([C:53]3[CH:58]=[CH:57][CH:56]=[CH:55][CH:54]=3)[S:52][C:48]=2[C:47](=[O:59])[N:46]([CH:60]2[CH2:65][CH2:64][NH:63][CH2:62][CH2:61]2)[C:45]1=[O:66].CN(C(ON1N=NC2C=CC=CC1=2)=[N+](C)C)C.F[P-](F)(F)(F)(F)F. Product: [F:39][C:40]1[CH:41]=[C:42]([CH:67]=[C:68]([F:72])[C:69]=1[O:70][CH3:71])[CH2:43][N:44]1[C:49]2[CH:50]=[C:51]([C:53]3[CH:54]=[CH:55][CH:56]=[CH:57][CH:58]=3)[S:52][C:48]=2[C:47](=[O:59])[N:46]([CH:60]2[CH2:65][CH2:64][N:63]([C:28]([C:27]3[CH:31]=[CH:32][CH:33]=[C:25]([C:19]4[C:20]5[CH:21]=[C:22]([O:23][CH3:24])[C:13]([O:12][CH2:10][CH3:11])=[CH:14][C:15]=5[C@H:16]5[CH2:37][S:36][CH2:35][CH2:34][C@H:17]5[N:18]=4)[CH:26]=3)=[O:30])[CH2:62][CH2:61]2)[C:45]1=[O:66]. The catalyst class is: 2. (4) Reactant: O[CH:2]([C:4]1[N:5]=[C:6]([CH:16]2[CH2:21][CH2:20][N:19]([C:22]([O:24][C:25]([CH3:28])([CH3:27])[CH3:26])=[O:23])[CH2:18][CH2:17]2)[N:7]([CH2:9][CH2:10][N:11]2[CH2:15][CH2:14][CH2:13][CH2:12]2)[CH:8]=1)[CH3:3].P(=O)(O)(O)O. The catalyst class is: 105. Product: [CH2:2]([C:4]1[N:5]=[C:6]([CH:16]2[CH2:17][CH2:18][N:19]([C:22]([O:24][C:25]([CH3:26])([CH3:28])[CH3:27])=[O:23])[CH2:20][CH2:21]2)[N:7]([CH2:9][CH2:10][N:11]2[CH2:15][CH2:14][CH2:13][CH2:12]2)[CH:8]=1)[CH3:3]. (5) Reactant: [C:1]([CH:5]([C:9]([OH:11])=O)[C:6]([OH:8])=[O:7])([CH3:4])([CH3:3])[CH3:2].[Cl-].[Mg+2].[Cl-].C1N=CN(C(N2C=NC=C2)=O)C=1.[CH2:27]([C:29]1[CH:34]=[CH:33][C:32]([C:35](C)([CH3:39])[C:36](O)=O)=[CH:31][C:30]=1[I:41])[CH3:28]. Product: [C:1]([CH:5]([C:9](=[O:11])[C:35]([C:32]1[CH:33]=[CH:34][C:29]([CH2:27][CH3:28])=[C:30]([I:41])[CH:31]=1)([CH3:39])[CH3:36])[C:6]([OH:8])=[O:7])([CH3:4])([CH3:3])[CH3:2]. The catalyst class is: 57. (6) Reactant: [NH2:1][C:2]1[S:3][C:4]([C:11]2[CH:16]=[CH:15][C:14]([Cl:17])=[CH:13][CH:12]=2)=[C:5]([CH3:10])[C:6]=1[C:7]([NH2:9])=[O:8].ClC(Cl)(Cl)[C:20]([N:22]=C=O)=[O:21].N. Product: [NH2:22][C:20]([NH:1][C:2]1[S:3][C:4]([C:11]2[CH:16]=[CH:15][C:14]([Cl:17])=[CH:13][CH:12]=2)=[C:5]([CH3:10])[C:6]=1[C:7]([NH2:9])=[O:8])=[O:21]. The catalyst class is: 382. (7) Product: [CH2:1]([N:5]1[CH2:6][C:7]2([CH2:14][CH2:13][C:12]([C:15]([C:16]3[CH:21]=[CH:20][CH:19]=[CH:18][CH:17]=3)=[O:27])([N:23]([CH3:25])[CH3:24])[CH2:11][CH2:10]2)[CH2:8][CH2:9]1)[CH2:2][CH2:3][CH3:4]. The catalyst class is: 30. Reactant: [CH2:1]([N:5]1[CH2:9][CH2:8][C:7]2([CH2:14][CH2:13][C:12]([N:23]([CH3:25])[CH3:24])([C:15](=N)[C:16]3[CH:21]=[CH:20][CH:19]=[CH:18][CH:17]=3)[CH2:11][CH2:10]2)[CH2:6]1)[CH2:2][CH2:3][CH3:4].C(O)=[O:27].